Dataset: Catalyst prediction with 721,799 reactions and 888 catalyst types from USPTO. Task: Predict which catalyst facilitates the given reaction. (1) Reactant: [CH3:1][C:2]1([CH3:19])[C:10]2[C:5](=[CH:6][C:7]([N+:15]([O-:17])=[O:16])=[C:8]([NH:11]C(=O)C)[CH:9]=2)[NH:4][C:3]1=[O:18].Br[CH2:21][CH:22]1[CH2:26][CH2:25][CH2:24][O:23]1.C([O-])([O-])=O.[K+].[K+].C1CCN2C(=NCCC2)CC1. Product: [NH2:11][C:8]1[CH:9]=[C:10]2[C:5](=[CH:6][C:7]=1[N+:15]([O-:17])=[O:16])[N:4]([CH2:21][CH:22]1[CH2:26][CH2:25][CH2:24][O:23]1)[C:3](=[O:18])[C:2]2([CH3:1])[CH3:19]. The catalyst class is: 5. (2) Reactant: [C:1]([NH:4][C:5]1[CH:6]=[C:7]2[C:12](=[CH:13][CH:14]=1)[C:11](=[O:15])[CH2:10][CH2:9][CH2:8]2)(=[O:3])[CH3:2].[C:16]([OH:20])(=[O:19])[CH:17]=O.Cl. Product: [C:1]([NH:4][C:5]1[CH:6]=[C:7]2[C:12](=[CH:13][CH:14]=1)[C:11](=[O:15])[C:10](=[CH:17][C:16]([OH:20])=[O:19])[CH2:9][CH2:8]2)(=[O:3])[CH3:2]. The catalyst class is: 74. (3) Reactant: C(O[C:4](=[O:20])[C:5](=[CH:11][NH:12][C:13]1[CH:18]=[CH:17][C:16]([I:19])=[CH:15][CH:14]=1)[C:6]([O:8][CH2:9][CH3:10])=[O:7])C.C(O)C. Product: [CH2:9]([O:8][C:6]([C:5]1[C:4](=[O:20])[C:14]2[C:13](=[CH:18][CH:17]=[C:16]([I:19])[CH:15]=2)[NH:12][CH:11]=1)=[O:7])[CH3:10]. The catalyst class is: 400. (4) Reactant: [CH3:1][C:2]1[C:7]2[N:8]([C:14]3[CH:19]=[CH:18][CH:17]=[CH:16][CH:15]=3)[C:9]([C@@H:11]([NH2:13])[CH3:12])=[N:10][C:6]=2[CH:5]=[CH:4][CH:3]=1.Cl[C:21]1[N:29]=[CH:28][N:27]=[C:26]2[C:22]=1[N:23]=[CH:24][NH:25]2.CCN(C(C)C)C(C)C. Product: [CH3:1][C:2]1[C:7]2[N:8]([C:14]3[CH:19]=[CH:18][CH:17]=[CH:16][CH:15]=3)[C:9]([C@@H:11]([NH:13][C:21]3[N:29]=[CH:28][N:27]=[C:26]4[C:22]=3[N:23]=[CH:24][NH:25]4)[CH3:12])=[N:10][C:6]=2[CH:5]=[CH:4][CH:3]=1. The catalyst class is: 51.